This data is from Catalyst prediction with 721,799 reactions and 888 catalyst types from USPTO. The task is: Predict which catalyst facilitates the given reaction. (1) Reactant: C(Cl)(=O)C(Cl)=O.CS(C)=O.[CH2:11]([O:18][C:19](=[O:28])[NH:20][C@H:21]1[CH2:26][CH2:25][C@H:24]([OH:27])[CH2:23][CH2:22]1)[C:12]1[CH:17]=[CH:16][CH:15]=[CH:14][CH:13]=1.C(N(CC)CC)C. Product: [CH2:11]([O:18][C:19](=[O:28])[NH:20][CH:21]1[CH2:26][CH2:25][C:24](=[O:27])[CH2:23][CH2:22]1)[C:12]1[CH:13]=[CH:14][CH:15]=[CH:16][CH:17]=1. The catalyst class is: 2. (2) Reactant: [Br:1][C:2]1[CH:3]=[C:4]2[C:8](=[CH:9][CH:10]=1)[NH:7][C:6](=[O:11])[CH2:5]2.[N:12]1([CH2:18][CH2:19][CH2:20][C:21]2[C:22]3[CH2:32][CH2:31][CH2:30][CH2:29][CH2:28][C:23]=3[NH:24][C:25]=2[CH:26]=O)[CH2:17][CH2:16][O:15][CH2:14][CH2:13]1.N1CCCCC1. Product: [Br:1][C:2]1[CH:3]=[C:4]2[C:8](=[CH:9][CH:10]=1)[NH:7][C:6](=[O:11])/[C:5]/2=[CH:26]\[C:25]1[NH:24][C:23]2[CH2:28][CH2:29][CH2:30][CH2:31][CH2:32][C:22]=2[C:21]=1[CH2:20][CH2:19][CH2:18][N:12]1[CH2:13][CH2:14][O:15][CH2:16][CH2:17]1. The catalyst class is: 8. (3) Reactant: Cl[C:2]1[CH:3]=[C:4]([NH:10][C:11]2[CH:16]=[CH:15][N:14]=[C:13]([CH3:17])[N:12]=2)[C:5]([O:8][CH3:9])=[N:6][CH:7]=1.[C:18]([O:21][CH2:22][C:23]1[C:24]([N:32]2[CH2:43][CH2:42][N:41]3[C:34](=[CH:35][C:36]4[CH2:37][C:38]([CH3:45])([CH3:44])[CH2:39][C:40]=43)[C:33]2=[O:46])=[N:25][CH:26]=[CH:27][C:28]=1B(O)O)(=[O:20])[CH3:19].C1(P(C2CCCCC2)C2CCCCC2)CCCCC1.C([O-])([O-])=O.[Cs+].[Cs+]. Product: [C:18]([O:21][CH2:22][C:23]1[C:24]([N:32]2[CH2:43][CH2:42][N:41]3[C:34](=[CH:35][C:36]4[CH2:37][C:38]([CH3:45])([CH3:44])[CH2:39][C:40]=43)[C:33]2=[O:46])=[N:25][CH:26]=[CH:27][C:28]=1[C:2]1[CH:7]=[N:6][C:5]([O:8][CH3:9])=[C:4]([NH:10][C:11]2[CH:16]=[CH:15][N:14]=[C:13]([CH3:17])[N:12]=2)[CH:3]=1)(=[O:20])[CH3:19]. The catalyst class is: 552.